The task is: Binary Classification. Given a T-cell receptor sequence (or CDR3 region) and an epitope sequence, predict whether binding occurs between them.. This data is from TCR-epitope binding with 47,182 pairs between 192 epitopes and 23,139 TCRs. (1) The epitope is YYRRATRRIR. The TCR CDR3 sequence is CASSTDRAAQPQHF. Result: 0 (the TCR does not bind to the epitope). (2) The epitope is TSNQVAVLY. The TCR CDR3 sequence is CASSLAAGLGTGELFF. Result: 0 (the TCR does not bind to the epitope). (3) The epitope is NLDSKVGGNY. The TCR CDR3 sequence is CATAGDSHTDTQYF. Result: 1 (the TCR binds to the epitope).